Dataset: Catalyst prediction with 721,799 reactions and 888 catalyst types from USPTO. Task: Predict which catalyst facilitates the given reaction. (1) Product: [CH2:34]([N:21]([CH2:19][CH3:20])[C:22]([C:23]1[CH:28]=[CH:27][C:26]([C:11](=[C:2]2[CH:3]=[CH:4][C:5]3[C:10](=[CH:9][CH:8]=[CH:7][CH:6]=3)[NH:1]2)[C:12]([O:14][CH2:15][CH3:16])=[O:13])=[C:25]([N+:30]([O-:32])=[O:31])[CH:24]=1)=[O:33])[CH3:35]. Reactant: [N:1]1[C:10]2[C:5](=[CH:6][CH:7]=[CH:8][CH:9]=2)[CH:4]=[CH:3][C:2]=1[CH2:11][C:12]([O:14][CH2:15][CH3:16])=[O:13].[H-].[Na+].[CH2:19]([N:21]([CH2:34][CH3:35])[C:22](=[O:33])[C:23]1[CH:28]=[CH:27][C:26](F)=[C:25]([N+:30]([O-:32])=[O:31])[CH:24]=1)[CH3:20]. The catalyst class is: 3. (2) Reactant: [Br:1][C:2]1[CH:7]=[CH:6][C:5]([OH:8])=[CH:4][C:3]=1[F:9].Cl[CH2:11][O:12][CH2:13][C:14]1[CH:19]=[CH:18][CH:17]=[CH:16][CH:15]=1.C(N(C(C)C)CC)(C)C. Product: [CH2:13]([O:12][CH2:11][O:8][C:5]1[CH:6]=[CH:7][C:2]([Br:1])=[C:3]([F:9])[CH:4]=1)[C:14]1[CH:19]=[CH:18][CH:17]=[CH:16][CH:15]=1. The catalyst class is: 4. (3) Reactant: [F:1][C:2]1[CH:7]=[CH:6][C:5]([C:8]2[N:9]=[C:10]([C:19]3[CH:24]=[CH:23][C:22]([N+:25]([O-])=O)=[CH:21][CH:20]=3)[NH:11][C:12]=2[C:13]2[CH:18]=[CH:17][N:16]=[CH:15][CH:14]=2)=[CH:4][CH:3]=1. Product: [NH2:25][C:22]1[CH:23]=[CH:24][C:19]([C:10]2[NH:11][C:12]([C:13]3[CH:18]=[CH:17][N:16]=[CH:15][CH:14]=3)=[C:8]([C:5]3[CH:4]=[CH:3][C:2]([F:1])=[CH:7][CH:6]=3)[N:9]=2)=[CH:20][CH:21]=1. The catalyst class is: 45. (4) Reactant: [Br:1][C:2]1[CH:3]=[C:4]([C@H:9]([CH2:15][CH2:16][CH3:17])[CH2:10][C:11]([O:13][CH3:14])=[O:12])[CH:5]=[CH:6][C:7]=1[OH:8].C(=O)([O-])[O-].[Cs+].[Cs+].[CH2:24](Br)[C:25]1[CH:30]=[CH:29][CH:28]=[CH:27][CH:26]=1. Product: [Br:1][C:2]1[CH:3]=[C:4]([C@H:9]([CH2:15][CH2:16][CH3:17])[CH2:10][C:11]([O:13][CH3:14])=[O:12])[CH:5]=[CH:6][C:7]=1[O:8][CH2:24][C:25]1[CH:30]=[CH:29][CH:28]=[CH:27][CH:26]=1. The catalyst class is: 18. (5) Product: [Cl:20][C:14]1[CH:15]=[C:16]([N:19]=[CH:10][C:7]2[CH:6]=[CH:5][N:4]=[C:3]([CH2:1][CH3:2])[C:8]=2[OH:9])[CH:17]=[CH:18][C:13]=1[F:12]. Reactant: [CH2:1]([C:3]1[C:8]([OH:9])=[C:7]([CH:10]=O)[CH:6]=[CH:5][N:4]=1)[CH3:2].[F:12][C:13]1[CH:18]=[CH:17][C:16]([NH2:19])=[CH:15][C:14]=1[Cl:20]. The catalyst class is: 23. (6) Reactant: [C:1]1(=[O:6])[CH2:5][CH2:4][CH2:3][CH2:2]1.N1C=CC=CC=1.[S:13](O[S:13]([C:16]([F:19])([F:18])[F:17])(=[O:15])=[O:14])([C:16]([F:19])([F:18])[F:17])(=[O:15])=[O:14]. Product: [C:1]1([O:6][S:13]([C:16]([F:19])([F:18])[F:17])(=[O:15])=[O:14])[CH2:5][CH2:4][CH2:3][CH:2]=1. The catalyst class is: 2.